From a dataset of Reaction yield outcomes from USPTO patents with 853,638 reactions. Predict the reaction yield, written as a fraction of the theoretical maximum amount of product (1.0 means a 100% yield; for example, 0.34 means a 34% yield). (1) The reactants are C[O:2][C:3]([C:5]1[CH:15]=[CH:14][C:8]2[O:9][C:10]([F:13])([F:12])[O:11][C:7]=2[CH:6]=1)=O.[H-].[Al+3].[Li+].[H-].[H-].[H-].O.[OH-].[Na+]. The catalyst is O1CCCC1. The product is [F:13][C:10]1([F:12])[O:9][C:8]2[CH:14]=[CH:15][C:5]([CH2:3][OH:2])=[CH:6][C:7]=2[O:11]1. The yield is 0.760. (2) The reactants are [F:1][CH:2]1[CH2:7][CH:6]([C:8]2[CH:13]=[CH:12][C:11]([N+:14]([O-:16])=[O:15])=[CH:10][C:9]=2[F:17])[CH2:5][CH2:4][CH:3]1[OH:18].N1C=CN=C1.[Si](Cl)(C(C)(C)C)(C)C. The catalyst is CN(C=O)C. The product is [F:1][CH:2]1[CH2:7][CH:6]([C:8]2[CH:13]=[CH:12][C:11]([N+:14]([O-:16])=[O:15])=[CH:10][C:9]=2[F:17])[CH2:5][CH2:4][C:3]1=[O:18]. The yield is 0.920. (3) The reactants are C1(C2C=CC=CC=2)C=CC=C(NC(=O)CCCCCNC(=O)CSCC(O)=O)C=1.[C:30]1([C:60]2[CH:65]=[CH:64][CH:63]=[CH:62][CH:61]=2)[CH:35]=[CH:34][CH:33]=[C:32]([NH:36][C:37](=[O:59])[CH2:38][CH2:39][CH2:40][CH2:41][CH2:42][NH:43][C:44](=[O:58])[CH2:45][O:46][CH2:47][C:48]2[CH:57]=[CH:56][C:51]([C:52]([O:54]C)=[O:53])=[CH:50][CH:49]=2)[CH:31]=1. No catalyst specified. The product is [C:30]1([C:60]2[CH:65]=[CH:64][CH:63]=[CH:62][CH:61]=2)[CH:35]=[CH:34][CH:33]=[C:32]([NH:36][C:37](=[O:59])[CH2:38][CH2:39][CH2:40][CH2:41][CH2:42][NH:43][C:44](=[O:58])[CH2:45][O:46][CH2:47][C:48]2[CH:49]=[CH:50][C:51]([C:52]([OH:54])=[O:53])=[CH:56][CH:57]=2)[CH:31]=1. The yield is 0.180. (4) The reactants are [Br:1][C:2]1[C:3]([C:19]#[N:20])=[C:4]([CH:16]=[CH:17][CH:18]=1)[O:5][C:6]1[CH:14]=[CH:13][C:9]([C:10]([OH:12])=O)=[CH:8][C:7]=1[Cl:15].N1(O)C2C=CC=CC=2N=N1.Cl.C(N=C=NCCCN(C)C)C.C(N(CC)CC)C.[CH3:50][C:51]1([CH3:60])[CH2:56][CH:55]([NH2:57])[CH2:54][C:53]([CH3:59])([CH3:58])[NH:52]1. The catalyst is ClCCl.O. The product is [Br:1][C:2]1[C:3]([C:19]#[N:20])=[C:4]([CH:16]=[CH:17][CH:18]=1)[O:5][C:6]1[CH:14]=[CH:13][C:9]([C:10]([NH:57][CH:55]2[CH2:56][C:51]([CH3:60])([CH3:50])[NH:52][C:53]([CH3:59])([CH3:58])[CH2:54]2)=[O:12])=[CH:8][C:7]=1[Cl:15]. The yield is 0.300. (5) The reactants are O=[C:2]1[CH2:7][CH2:6][N:5]([C:8]([O:10][C:11]([CH3:14])([CH3:13])[CH3:12])=[O:9])[CH2:4][CH:3]1[C:15]([O:17][CH2:18][CH3:19])=[O:16].[C:20]1([C@H:26]([NH2:28])[CH3:27])[CH:25]=[CH:24][CH:23]=[CH:22][CH:21]=1.CC1C=CC(S(O)(=O)=O)=CC=1. The catalyst is C1(C)C=CC=CC=1. The product is [C:20]1([C@H:26]([NH:28][C:2]2[CH2:7][CH2:6][N:5]([C:8]([O:10][C:11]([CH3:14])([CH3:13])[CH3:12])=[O:9])[CH2:4][C:3]=2[C:15]([O:17][CH2:18][CH3:19])=[O:16])[CH3:27])[CH:25]=[CH:24][CH:23]=[CH:22][CH:21]=1. The yield is 0.490. (6) The reactants are [C:1]([C:3]1[CH:8]=[CH:7][CH:6]=[CH:5][C:4]=1[C:9]1[CH:14]=[CH:13][C:12]([CH2:15][CH:16]([C:21](=O)[CH2:22][CH2:23][CH2:24][CH3:25])[C:17](OC)=[O:18])=[C:11]([F:27])[CH:10]=1)#[N:2].[O:28]1[C:32]2([CH2:37][CH2:36][CH:35]([NH:38][C:39]3[NH:43][CH:42]=[N:41][N:40]=3)[CH2:34][CH2:33]2)[O:31][CH2:30][CH2:29]1.N12CCCN=C1CCCCC2.C(N(CC)C1C=CC=CC=1)C. The catalyst is Cl. The product is [CH2:22]([C:21]1[N:40]2[N:41]=[CH:42][N:43]=[C:39]2[N:38]([CH:35]2[CH2:34][CH2:33][C:32]3([O:28][CH2:29][CH2:30][O:31]3)[CH2:37][CH2:36]2)[C:17](=[O:18])[C:16]=1[CH2:15][C:12]1[CH:13]=[CH:14][C:9]([C:4]2[C:3]([C:1]#[N:2])=[CH:8][CH:7]=[CH:6][CH:5]=2)=[CH:10][C:11]=1[F:27])[CH2:23][CH2:24][CH3:25]. The yield is 0.600.